From a dataset of Full USPTO retrosynthesis dataset with 1.9M reactions from patents (1976-2016). Predict the reactants needed to synthesize the given product. (1) Given the product [CH2:6]([C:3]([CH2:8][OH:9])([CH2:4][CH3:5])[CH:1]=[O:2])[OH:7].[CH2:6]([CH:3]([CH2:4][CH3:5])[CH:1]=[O:2])[OH:7], predict the reactants needed to synthesize it. The reactants are: [CH2:1]([C:3]([CH2:8][OH:9])([CH2:6][OH:7])[CH2:4][CH3:5])[OH:2].C(=O)CCC.C=O. (2) Given the product [Cl:28][C:26]1[CH:25]=[C:22]([CH:21]=[C:20]([O:19][C:14]2[C:15]([CH3:18])=[N:16][NH:17][C:13]=2[CH2:12][NH:11][CH2:7][C:6]2[CH:9]=[CH:10][C:3]([C:1]#[N:2])=[CH:4][CH:5]=2)[CH:27]=1)[C:23]#[N:24], predict the reactants needed to synthesize it. The reactants are: [C:1]([C:3]1[CH:10]=[CH:9][C:6]([CH:7]=O)=[CH:5][CH:4]=1)#[N:2].[NH2:11][CH2:12][C:13]1[NH:17][N:16]=[C:15]([CH3:18])[C:14]=1[O:19][C:20]1[CH:21]=[C:22]([CH:25]=[C:26]([Cl:28])[CH:27]=1)[C:23]#[N:24].S([O-])([O-])(=O)=O.[Mg+2].[BH4-].[Na+].